This data is from Catalyst prediction with 721,799 reactions and 888 catalyst types from USPTO. The task is: Predict which catalyst facilitates the given reaction. (1) Reactant: [Cl:1][C:2]1[CH:3]=[CH:4][C:5]2[NH:11][C:10](=O)[C@@H:9]([CH2:13][C:14]([O:16][CH3:17])=[O:15])[S:8][C@H:7]([C:18]3[CH:23]=[CH:22][CH:21]=[C:20]([O:24][CH3:25])[C:19]=3[O:26][CH3:27])[C:6]=2[CH:28]=1.COC1C=CC(P2(SP(C3C=CC(OC)=CC=3)(=S)S2)=[S:38])=CC=1. Product: [Cl:1][C:2]1[CH:3]=[CH:4][C:5]2[NH:11][C:10](=[S:38])[C@@H:9]([CH2:13][C:14]([O:16][CH3:17])=[O:15])[S:8][C@H:7]([C:18]3[CH:23]=[CH:22][CH:21]=[C:20]([O:24][CH3:25])[C:19]=3[O:26][CH3:27])[C:6]=2[CH:28]=1. The catalyst class is: 11. (2) Reactant: [CH3:1][O:2][CH:3]([O:17][CH3:18])[CH2:4][NH:5][C:6]1[C:11]([N+:12]([O-])=O)=[CH:10][CH:9]=[C:8]([O:15][CH3:16])[N:7]=1. Product: [CH3:18][O:17][CH:3]([O:2][CH3:1])[CH2:4][NH:5][C:6]1[C:11]([NH2:12])=[CH:10][CH:9]=[C:8]([O:15][CH3:16])[N:7]=1. The catalyst class is: 19. (3) Reactant: [Br:1][C:2]1[CH:7]=[CH:6][CH:5]=[CH:4][C:3]=1[O:8][CH:9]1[CH2:12][N:11]([C:13]2[N:18]=[N:17][C:16]([C:19]([O:21]C)=O)=[CH:15][CH:14]=2)[CH2:10]1.[NH2:23][NH2:24]. Product: [Br:1][C:2]1[CH:7]=[CH:6][CH:5]=[CH:4][C:3]=1[O:8][CH:9]1[CH2:10][N:11]([C:13]2[N:18]=[N:17][C:16]([C:19]([NH:23][NH2:24])=[O:21])=[CH:15][CH:14]=2)[CH2:12]1. The catalyst class is: 8. (4) Reactant: Cl.[CH3:2][N:3]([CH2:5][C:6](Cl)=[O:7])[CH3:4].Cl.Cl.[Cl:11][C:12]1[C:13]([F:38])=[C:14]([NH:18][C:19]2[C:28]3[C:23](=[CH:24][C:25]([O:31][CH:32]4[CH2:37][CH2:36][NH:35][CH2:34][CH2:33]4)=[C:26]([O:29][CH3:30])[CH:27]=3)[N:22]=[CH:21][N:20]=2)[CH:15]=[CH:16][CH:17]=1.C(N(C(C)C)CC)(C)C. Product: [Cl:11][C:12]1[C:13]([F:38])=[C:14]([NH:18][C:19]2[C:28]3[C:23](=[CH:24][C:25]([O:31][CH:32]4[CH2:37][CH2:36][N:35]([C:6](=[O:7])[CH2:5][N:3]([CH3:4])[CH3:2])[CH2:34][CH2:33]4)=[C:26]([O:29][CH3:30])[CH:27]=3)[N:22]=[CH:21][N:20]=2)[CH:15]=[CH:16][CH:17]=1. The catalyst class is: 2. (5) Reactant: Cl.[Cl:2][C:3]1[CH:4]=[C:5]([O:10][CH:11]2[CH2:16][NH:15][CH2:14][C:13]3[O:17][CH:18]=[CH:19][C:12]2=3)[CH:6]=[CH:7][C:8]=1[Cl:9].C(=O)([O-])[O-].[Cs+].[Cs+].[C:26]([O:30][C:31]([NH:33][CH2:34][CH2:35]Br)=[O:32])([CH3:29])([CH3:28])[CH3:27]. Product: [C:26]([O:30][C:31]([NH:33][CH2:34][CH2:35][N:15]1[CH2:16][CH:11]([O:10][C:5]2[CH:6]=[CH:7][C:8]([Cl:9])=[C:3]([Cl:2])[CH:4]=2)[C:12]2[CH:19]=[CH:18][O:17][C:13]=2[CH2:14]1)=[O:32])([CH3:29])([CH3:28])[CH3:27]. The catalyst class is: 3.